From a dataset of Reaction yield outcomes from USPTO patents with 853,638 reactions. Predict the reaction yield, written as a fraction of the theoretical maximum amount of product (1.0 means a 100% yield; for example, 0.34 means a 34% yield). (1) The reactants are C([O:3][C:4](=[O:27])[CH2:5][C:6]1[C:7](=[O:26])[O:8][C:9]2[C:14]([C:15]=1[C:16]1[CH:21]=[CH:20][CH:19]=[CH:18][CH:17]=1)=[CH:13][C:12]1[CH2:22][CH2:23][C:24](=[O:25])[C:11]=1[CH:10]=2)C.Cl. The catalyst is C(O)(=O)C. The product is [O:26]=[C:7]1[C:6]([CH2:5][C:4]([OH:27])=[O:3])=[C:15]([C:16]2[CH:17]=[CH:18][CH:19]=[CH:20][CH:21]=2)[C:14]2[C:9](=[CH:10][C:11]3[C:24](=[O:25])[CH2:23][CH2:22][C:12]=3[CH:13]=2)[O:8]1. The yield is 0.790. (2) The reactants are Br[C:2]1[CH:3]=[C:4]([NH2:8])[CH:5]=[N:6][CH:7]=1.[CH3:9][C:10]1[C:14](B2OC(C)(C)C(C)(C)O2)=[C:13]([CH3:24])[O:12][N:11]=1.P([O-])([O-])([O-])=O.[K+].[K+].[K+]. The catalyst is C1COCC1.C1C=CC(P(C2C=CC=CC=2)[C-]2C=CC=C2)=CC=1.C1C=CC(P(C2C=CC=CC=2)[C-]2C=CC=C2)=CC=1.Cl[Pd]Cl.[Fe+2].C(Cl)Cl. The product is [CH3:9][C:10]1[C:14]([C:2]2[CH:3]=[C:4]([NH2:8])[CH:5]=[N:6][CH:7]=2)=[C:13]([CH3:24])[O:12][N:11]=1. The yield is 0.970. (3) The reactants are [CH3:13][C:12]([O:11][C:9](O[C:9]([O:11][C:12]([CH3:15])([CH3:14])[CH3:13])=[O:10])=[O:10])([CH3:15])[CH3:14].[CH2:16]([O:18][C:19]([CH:21]1[CH2:26][NH:25][C:24]2[CH:27]=[C:28]([Cl:39])[C:29]([O:31][CH2:32][C:33]3[CH:38]=[CH:37][CH:36]=[CH:35][CH:34]=3)=[CH:30][C:23]=2[O:22]1)=[O:20])[CH3:17]. The catalyst is CN(C1C=CN=CC=1)C.C1COCC1. The product is [CH3:17][CH2:16][O:18][C:19]([CH:21]1[CH2:26][N:25]([C:9]([O:11][C:12]([CH3:13])([CH3:14])[CH3:15])=[O:10])[C:24]2[CH:27]=[C:28]([Cl:39])[C:29]([O:31][CH2:32][C:33]3[CH:38]=[CH:37][CH:36]=[CH:35][CH:34]=3)=[CH:30][C:23]=2[O:22]1)=[O:20]. The yield is 0.750. (4) The reactants are [N:1]1([CH:7]2[CH:12]3[CH:8]2[CH2:9][N:10]([C:13]2[N:18]=[CH:17][C:16]([C:19](O)=[O:20])=[CH:15][N:14]=2)[CH2:11]3)[CH2:6][CH2:5][O:4][CH2:3][CH2:2]1.CCN=C=N[CH2:27][CH2:28][CH2:29]N(C)C.Cl.C1C=CC2[N:42]([OH:43])N=NC=2C=1.C(N([CH2:49][CH3:50])CC)C.CN([CH:54]=[O:55])C. The catalyst is O. The product is [CH2:54]([O:55][CH:49]([O:43][NH:42][C:19]([C:16]1[CH:15]=[N:14][C:13]([N:10]2[CH2:11][CH:12]3[CH:8]([CH:7]3[N:1]3[CH2:2][CH2:3][O:4][CH2:5][CH2:6]3)[CH2:9]2)=[N:18][CH:17]=1)=[O:20])[CH3:50])[CH:28]([CH3:27])[CH3:29]. The yield is 0.510. (5) The reactants are [O-:1][CH2:2][CH3:3].[Na+].[Na].FC1[CH:12]=[C:11]([Cl:13])[C:10]([N+:14]([O-:16])=[O:15])=[CH:9][C:8]=1C.[CH3:18][CH2:19]O. No catalyst specified. The product is [Cl:13][C:11]1[CH:12]=[C:2]([O:1][CH2:18][CH3:19])[CH:3]=[C:9]([CH3:8])[C:10]=1[N+:14]([O-:16])=[O:15]. The yield is 1.00. (6) The product is [N:1]([CH2:4][CH2:5][CH2:6][C:7]1([C:20]2[CH:25]=[CH:24][CH:23]=[CH:22][CH:21]=2)[N:11]([C:35]([NH:34][C:26](=[O:33])[C:27]2[CH:28]=[CH:29][CH:30]=[CH:31][CH:32]=2)=[S:36])[N:10]=[C:9]([C:12]2[CH:17]=[C:16]([F:18])[CH:15]=[CH:14][C:13]=2[F:19])[S:8]1)=[N+:2]=[N-:3]. The catalyst is C1COCC1. The reactants are [N:1]([CH2:4][CH2:5][CH2:6][C:7]1([C:20]2[CH:25]=[CH:24][CH:23]=[CH:22][CH:21]=2)[NH:11][N:10]=[C:9]([C:12]2[CH:17]=[C:16]([F:18])[CH:15]=[CH:14][C:13]=2[F:19])[S:8]1)=[N+:2]=[N-:3].[C:26]([N:34]=[C:35]=[S:36])(=[O:33])[C:27]1[CH:32]=[CH:31][CH:30]=[CH:29][CH:28]=1. The yield is 0.540. (7) The reactants are [CH3:1][O:2][C:3](=[O:16])[C:4]1[CH:9]=[C:8]([N+:10]([O-:12])=[O:11])[C:7]([NH2:13])=[C:6]([F:14])[C:5]=1F.[Cl:17][C:18]1[CH:24]=[CH:23][CH:22]=[CH:21][C:19]=1[NH2:20]. The catalyst is C(OCC)(=O)C. The product is [CH3:1][O:2][C:3](=[O:16])[C:4]1[CH:9]=[C:8]([N+:10]([O-:12])=[O:11])[C:7]([NH2:13])=[C:6]([F:14])[C:5]=1[NH:20][C:19]1[CH:21]=[CH:22][CH:23]=[CH:24][C:18]=1[Cl:17]. The yield is 0.120. (8) The reactants are [NH:1]1[CH:5]=[CH:4][CH:3]=[C:2]1[C:6]([O:8][CH2:9][CH3:10])=[O:7].[C:11](Cl)(=[O:23])[CH2:12][CH2:13][CH2:14][CH2:15][CH2:16][CH2:17][CH2:18][CH2:19][CH2:20][CH2:21][CH3:22]. No catalyst specified. The product is [C:11]([C:4]1[CH:3]=[C:2]([C:6]([O:8][CH2:9][CH3:10])=[O:7])[NH:1][CH:5]=1)(=[O:23])[CH2:12][CH2:13][CH2:14][CH2:15][CH2:16][CH2:17][CH2:18][CH2:19][CH2:20][CH2:21][CH3:22]. The yield is 0.330. (9) The reactants are [C:1]1([C:7]2[N:12]=[C:11]([C:13]([O:15]C)=[O:14])[CH:10]=[N:9][CH:8]=2)[CH:6]=[CH:5][CH:4]=[CH:3][CH:2]=1.[Li+].[OH-]. No catalyst specified. The product is [C:1]1([C:7]2[N:12]=[C:11]([C:13]([OH:15])=[O:14])[CH:10]=[N:9][CH:8]=2)[CH:2]=[CH:3][CH:4]=[CH:5][CH:6]=1. The yield is 0.670.